Dataset: Catalyst prediction with 721,799 reactions and 888 catalyst types from USPTO. Task: Predict which catalyst facilitates the given reaction. (1) Reactant: FC(F)(F)[C:3](O)=[O:4].[NH2:8][C:9]1[CH:14]=[CH:13][C:12]([C:15]2[NH:19][C:18](=[O:20])[O:17][N:16]=2)=[CH:11][CH:10]=1.C1N=CN(C(N2C=NC=C2)=O)C=1.CCN(C(C)C)C(C)C.Cl.[F:43][C:44]([F:64])([F:63])[C:45]1[CH:50]=[CH:49][C:48]([C@@H:51]([C:53]2[C:58]([C:59]([F:62])([F:61])[F:60])=[CH:57][CH:56]=[CH:55][N:54]=2)[NH2:52])=[CH:47][CH:46]=1. Product: [O:20]=[C:18]1[O:17][N:16]=[C:15]([C:12]2[CH:11]=[CH:10][C:9]([NH:8][C:3]([NH:52][C@@H:51]([C:48]3[CH:47]=[CH:46][C:45]([C:44]([F:63])([F:43])[F:64])=[CH:50][CH:49]=3)[C:53]3[C:58]([C:59]([F:62])([F:60])[F:61])=[CH:57][CH:56]=[CH:55][N:54]=3)=[O:4])=[CH:14][CH:13]=2)[NH:19]1. The catalyst class is: 34. (2) Reactant: Cl.[CH3:2][NH:3][CH3:4].C(=O)(O)[O-].[Na+].O.[Cl:11][C:12]1[N:17]=[C:16]([C:18]2[C:19](F)=[N:20][CH:21]=[C:22]([Cl:24])[CH:23]=2)[C:15]2[N:26]([CH2:38][C@H:39]3[CH2:44][CH2:43][C@H:42]([CH3:45])[CH2:41][CH2:40]3)[C:27]([N:29]3[CH2:34][CH2:33][O:32][C@@H:31]4[CH2:35][CH2:36][CH2:37][C@@H:30]34)=[N:28][C:14]=2[CH:13]=1. The catalyst class is: 14. Product: [Cl:24][C:22]1[CH:23]=[C:18]([C:16]2[C:15]3[N:26]([CH2:38][C@H:39]4[CH2:44][CH2:43][C@H:42]([CH3:45])[CH2:41][CH2:40]4)[C:27]([N:29]4[CH2:34][CH2:33][O:32][C@@H:31]5[CH2:35][CH2:36][CH2:37][C@@H:30]45)=[N:28][C:14]=3[CH:13]=[C:12]([Cl:11])[N:17]=2)[C:19]([N:3]([CH3:4])[CH3:2])=[N:20][CH:21]=1. (3) Reactant: [CH:1]1([C:7]2[CH:17]=[C:16]([C:18]([F:21])([F:20])[F:19])[CH:15]=[CH:14][C:8]=2[O:9][CH2:10][C:11]([OH:13])=[O:12])[CH2:6][CH2:5][CH2:4][CH:3]=[CH:2]1. Product: [CH:1]1([C:7]2[CH:17]=[C:16]([C:18]([F:19])([F:20])[F:21])[CH:15]=[CH:14][C:8]=2[O:9][CH2:10][C:11]([OH:13])=[O:12])[CH2:6][CH2:5][CH2:4][CH2:3][CH2:2]1. The catalyst class is: 45. (4) Reactant: [F:1][CH:2]([F:10])[C:3]1[O:7][C:6]([CH2:8]O)=[CH:5][CH:4]=1.C1(P(C2C=CC=CC=2)C2C=CC=CC=2)C=CC=CC=1.CCOC(/N=N/C(OCC)=O)=O.C1(P([N:56]=[N+:57]=[N-:58])(C2C=CC=CC=2)=O)C=CC=CC=1. Product: [N:56]([CH2:8][C:6]1[O:7][C:3]([CH:2]([F:10])[F:1])=[CH:4][CH:5]=1)=[N+:57]=[N-:58]. The catalyst class is: 217.